From a dataset of Full USPTO retrosynthesis dataset with 1.9M reactions from patents (1976-2016). Predict the reactants needed to synthesize the given product. (1) Given the product [Br:1][C:2]1[CH:10]=[CH:9][CH:8]=[C:7]2[C:3]=1[CH:4]=[CH:5][N:6]2[Si:13]([C:16]([CH3:19])([CH3:18])[CH3:17])([CH3:15])[CH3:14], predict the reactants needed to synthesize it. The reactants are: [Br:1][C:2]1[CH:10]=[CH:9][CH:8]=[C:7]2[C:3]=1[CH:4]=[CH:5][NH:6]2.[H-].[Na+].[Si:13](Cl)([C:16]([CH3:19])([CH3:18])[CH3:17])([CH3:15])[CH3:14].C(OCC)(=O)C. (2) Given the product [OH:1][C@@H:2]1[C@H:6]([OH:7])[C@@H:5]([CH2:8][OH:9])[O:4][C@H:3]1[N:10]1[CH2:19][CH2:18][C:17]2[C:12](=[CH:13][CH:14]=[CH:15][CH:16]=2)[C:11]1=[O:20], predict the reactants needed to synthesize it. The reactants are: [OH:1][C@@H:2]1[C@H:6]([OH:7])[C@@H:5]([CH2:8][OH:9])[O:4][C@H:3]1[N:10]1[CH:19]=[CH:18][C:17]2[C:12](=[CH:13][CH:14]=[CH:15][CH:16]=2)[C:11]1=[O:20].COC1C=CC(P2(SP(C3C=CC(OC)=CC=3)(=S)S2)=S)=CC=1. (3) Given the product [CH:1]1([C:6]([N:8]2[CH2:13][CH:12]([C:14]3[CH:15]=[CH:16][C:17]([CH2:20][CH3:21])=[CH:18][CH:19]=3)[CH2:11][CH:10]([C:22]3[O:24][N:28]=[C:27]([C:29]4[CH:34]=[CH:33][N:32]=[CH:31][CH:30]=4)[N:26]=3)[CH2:9]2)=[O:7])[CH2:5][CH2:4][CH2:3][CH2:2]1, predict the reactants needed to synthesize it. The reactants are: [CH:1]1([C:6]([N:8]2[CH2:13][CH:12]([C:14]3[CH:19]=[CH:18][C:17]([CH2:20][CH3:21])=[CH:16][CH:15]=3)[CH2:11][CH:10]([C:22]([OH:24])=O)[CH2:9]2)=[O:7])[CH2:5][CH2:4][CH2:3][CH2:2]1.O[NH:26][C:27]([C:29]1[CH:34]=[CH:33][N:32]=[CH:31][CH:30]=1)=[NH:28].